Dataset: Cav3 T-type calcium channel HTS with 100,875 compounds. Task: Binary Classification. Given a drug SMILES string, predict its activity (active/inactive) in a high-throughput screening assay against a specified biological target. (1) The molecule is O1CCN(CCCNC(=O)C2CN(C(=O)C2)Cc2ccc(OC)cc2)CC1. The result is 0 (inactive). (2) The compound is s1c(NC(=O)C(Oc2cc3oc(=O)cc(c3cc2)C)C)ncc1. The result is 0 (inactive). (3) The molecule is S(=O)(=O)(N1CCC(CC1)C(=O)N)c1sc(c(c1C(OC)=O)C)C(OC)=O. The result is 0 (inactive). (4) The molecule is Clc1cc(C(=O)NCC2CCN(CC2)c2ccc(S(=O)(=O)N3CCOCC3)cc2)ccc1. The result is 0 (inactive). (5) The compound is s1c(c(c(c1NC(=O)/C=C\c1occc1)C(OCC)=O)C)C. The result is 0 (inactive). (6) The drug is S(CC(=O)NCCc1ccccc1)c1nc(c(c(n1)C)C)C. The result is 0 (inactive).